Dataset: Forward reaction prediction with 1.9M reactions from USPTO patents (1976-2016). Task: Predict the product of the given reaction. (1) Given the reactants [CH3:1][O:2][C:3]1[CH:8]=[CH:7][C:6]([OH:9])=[C:5]([N+:10]([O-])=O)[CH:4]=1.C(O)C, predict the reaction product. The product is: [NH2:10][C:5]1[CH:4]=[C:3]([O:2][CH3:1])[CH:8]=[CH:7][C:6]=1[OH:9]. (2) Given the reactants N[C:2]1[CH:7]=[CH:6][N:5]([C@H:8]2[C@H:12]([Cl:13])[C@H:11]([OH:14])[C@:10]([CH2:18][OH:19])([CH2:15][S:16][CH3:17])[O:9]2)[C:4](=[O:20])[N:3]=1.CC(O)=[O:23], predict the reaction product. The product is: [Cl:13][C@@H:12]1[C@H:11]([OH:14])[C@:10]([CH2:18][OH:19])([CH2:15][S:16][CH3:17])[O:9][C@H:8]1[N:5]1[CH:6]=[CH:7][C:2](=[O:23])[NH:3][C:4]1=[O:20]. (3) Given the reactants Cl[S:2]([CH2:5][CH2:6][CH2:7][NH:8][C:9](=[O:11])[CH3:10])(=[O:4])=[O:3].[C:12]([O:16][C:17]([NH:19][CH2:20][C:21]([CH3:25])([CH3:24])[CH2:22][OH:23])=[O:18])([CH3:15])([CH3:14])[CH3:13].N1C=CC=CC=1, predict the reaction product. The product is: [C:9]([NH:8][CH2:7][CH2:6][CH2:5][S:2]([O:23][CH2:22][C:21]([CH3:25])([CH3:24])[CH2:20][NH:19][C:17]([O:16][C:12]([CH3:15])([CH3:14])[CH3:13])=[O:18])(=[O:4])=[O:3])(=[O:11])[CH3:10]. (4) The product is: [Cl:1][C:2]1[CH:3]=[C:4]([CH2:9][C:10]([C:12]2[CH:13]=[C:14]([O:20][CH3:21])[C:15]([O:18][CH3:19])=[CH:16][C:17]=2[N+:22]([O-:24])=[O:23])=[O:11])[CH:5]=[CH:6][C:7]=1[Cl:8]. Given the reactants [Cl:1][C:2]1[CH:3]=[C:4]([CH2:9][C:10]([C:12]2[CH:17]=[CH:16][C:15]([O:18][CH3:19])=[C:14]([O:20][CH3:21])[CH:13]=2)=[O:11])[CH:5]=[CH:6][C:7]=1[Cl:8].[N+:22]([O-])([OH:24])=[O:23].O, predict the reaction product. (5) Given the reactants C[NH:2][C:3]1[CH:4]=[C:5]([C:10]2[CH:15]=[CH:14][CH:13]=[C:12]([C:16]([F:19])([F:18])[F:17])[CH:11]=2)[CH:6]=[CH:7][C:8]=1[NH2:9].[N:20]#[C:21][Br:22].O.[CH2:24](O)C, predict the reaction product. The product is: [BrH:22].[BrH:22].[CH3:24][N:9]1[C:8]2[CH:7]=[CH:6][C:5]([C:10]3[CH:15]=[CH:14][CH:13]=[C:12]([C:16]([F:19])([F:18])[F:17])[CH:11]=3)=[CH:4][C:3]=2[N:2]=[C:21]1[NH2:20]. (6) Given the reactants C([O:7][CH2:8][C@@H:9]([O:22][C:23]([CH3:26])([CH3:25])[CH3:24])[C:10]1[C:19]([CH3:20])=[CH:18][C:17]2[C:12](=[CH:13][CH:14]=[CH:15][CH:16]=2)[C:11]=1[Cl:21])(=O)C(C)(C)C.[OH-].[Na+], predict the reaction product. The product is: [C:23]([O:22][C@@H:9]([C:10]1[C:19]([CH3:20])=[CH:18][C:17]2[C:12](=[CH:13][CH:14]=[CH:15][CH:16]=2)[C:11]=1[Cl:21])[CH2:8][OH:7])([CH3:26])([CH3:25])[CH3:24]. (7) Given the reactants [S:1]1[CH2:6][CH2:5][C:4](=O)[CH2:3][CH2:2]1.[NH2:8][CH2:9][CH:10]1[CH2:15][CH2:14][CH2:13][CH2:12][CH2:11]1.C([O:18][CH:19]=[C:20]([C:26](OCC)=O)[C:21]([O:23][CH2:24][CH3:25])=[O:22])C, predict the reaction product. The product is: [CH:10]1([CH2:9][N:8]2[C:19](=[O:18])[C:20]([C:21]([O:23][CH2:24][CH3:25])=[O:22])=[CH:26][C:3]3[CH2:2][S:1][CH2:6][CH2:5][C:4]2=3)[CH2:15][CH2:14][CH2:13][CH2:12][CH2:11]1. (8) Given the reactants [Cl:1][C:2]1[CH:10]=[C:6]([C:7]([OH:9])=[O:8])[C:5]([OH:11])=[CH:4][CH:3]=1.[C:12](OC(=O)C)(=[O:14])[CH3:13].C(O)(=O)C, predict the reaction product. The product is: [C:12]([O:8][C:7](=[O:9])[C:6]1[C:5](=[CH:4][CH:3]=[C:2]([Cl:1])[CH:10]=1)[OH:11])(=[O:14])[CH3:13]. (9) Given the reactants I[CH2:2][C:3]([NH:5][CH2:6][CH2:7][O:8][CH2:9][CH2:10][O:11][CH2:12][CH2:13][O:14][CH2:15][CH2:16][O:17][CH2:18][CH2:19][C:20]([O:22][CH3:23])=[O:21])=[O:4].CCN(C(C)C)C(C)C.[SH:33][C:34]([CH3:52])([CH3:51])[CH2:35][N:36]([CH3:50])[CH2:37][CH2:38][O:39][C:40]1[CH:45]=[C:44]([CH2:46][OH:47])[N:43]=[C:42]([CH2:48][OH:49])[CH:41]=1, predict the reaction product. The product is: [OH:47][CH2:46][C:44]1[CH:45]=[C:40]([O:39][CH2:38][CH2:37][N:36]([CH3:50])[CH2:35][C:34]([S:33][CH2:2][C:3]([NH:5][CH2:6][CH2:7][O:8][CH2:9][CH2:10][O:11][CH2:12][CH2:13][O:14][CH2:15][CH2:16][O:17][CH2:18][CH2:19][C:20]([O:22][CH3:23])=[O:21])=[O:4])([CH3:52])[CH3:51])[CH:41]=[C:42]([CH2:48][OH:49])[N:43]=1. (10) Given the reactants [H-].C([Al+]CC(C)C)C(C)C.[CH:11]1([C:14]([NH:16][C:17]2[N:18]=[CH:19][C:20]3[C:25]([CH:26]=2)=[CH:24][CH:23]=[C:22]([C:27]2[C:36]([CH3:37])=[CH:35][C:30]([C:31](OC)=[O:32])=[C:29]([F:38])[CH:28]=2)[CH:21]=3)=[O:15])[CH2:13][CH2:12]1, predict the reaction product. The product is: [F:38][C:29]1[C:30]([CH2:31][OH:32])=[CH:35][C:36]([CH3:37])=[C:27]([C:22]2[CH:21]=[C:20]3[C:25]([CH:26]=[C:17]([NH:16][C:14]([CH:11]4[CH2:13][CH2:12]4)=[O:15])[N:18]=[CH:19]3)=[CH:24][CH:23]=2)[CH:28]=1.